Dataset: Full USPTO retrosynthesis dataset with 1.9M reactions from patents (1976-2016). Task: Predict the reactants needed to synthesize the given product. (1) Given the product [CH3:13][C:11]1[CH:10]=[CH:9][N:8]=[C:7]([C:16](=[O:18])[CH3:17])[CH:12]=1, predict the reactants needed to synthesize it. The reactants are: C([Li])CCC.Br[C:7]1[CH:12]=[C:11]([CH3:13])[CH:10]=[CH:9][N:8]=1.CN(C)[C:16](=[O:18])[CH3:17].O. (2) The reactants are: [C:1]([O:5][C:6]([N:8]1[CH2:13][CH2:12][N:11]([CH:14]([C:18]2[CH:23]=[CH:22][CH:21]=[CH:20][C:19]=2[F:24])[CH2:15][NH:16][CH3:17])[CH2:10][CH2:9]1)=[O:7])([CH3:4])([CH3:3])[CH3:2].[C:25](Cl)(=[O:27])[CH3:26].C(N(CC)CC)C. Given the product [C:1]([O:5][C:6]([N:8]1[CH2:13][CH2:12][N:11]([CH:14]([C:18]2[CH:23]=[CH:22][CH:21]=[CH:20][C:19]=2[F:24])[CH2:15][N:16]([C:25](=[O:27])[CH3:26])[CH3:17])[CH2:10][CH2:9]1)=[O:7])([CH3:4])([CH3:2])[CH3:3], predict the reactants needed to synthesize it. (3) Given the product [CH2:1]([N:3]1[C:4]2[C:5](=[C:11]([OH:13])[CH:10]=[C:9]([C:14]([O:16][CH3:17])=[O:15])[CH:8]=2)[CH:6]=[CH:7]1)[CH3:2], predict the reactants needed to synthesize it. The reactants are: [CH2:1]([N:3]1[CH:7]=[CH:6][CH:5]=[C:4]1[CH:8]=[C:9]([C:14]([O:16][CH3:17])=[O:15])[CH2:10][C:11]([OH:13])=O)[CH3:2].C(O)(=O)C.C(OC(=O)C)(=O)C.C(=O)([O-])O.[Na+].